Dataset: Full USPTO retrosynthesis dataset with 1.9M reactions from patents (1976-2016). Task: Predict the reactants needed to synthesize the given product. (1) The reactants are: C[N+]1([O-])CCOCC1.[C:9]1([CH3:39])[CH:14]=[CH:13][C:12]([C:15]2[N:16]=[C:17]3[CH:31]=[CH:30][CH2:29][N:28]([C:32]([O:34][C:35]([CH3:38])([CH3:37])[CH3:36])=[O:33])[C:18]3=[N:19][C:20]=2[C:21]2[CH:26]=[CH:25][C:24]([CH3:27])=[CH:23][CH:22]=2)=[CH:11][CH:10]=1.[OH2:40].C[OH:42]. Given the product [OH:40][CH:30]1[CH2:29][N:28]([C:32]([O:34][C:35]([CH3:36])([CH3:38])[CH3:37])=[O:33])[C:18]2=[N:19][C:20]([C:21]3[CH:26]=[CH:25][C:24]([CH3:27])=[CH:23][CH:22]=3)=[C:15]([C:12]3[CH:11]=[CH:10][C:9]([CH3:39])=[CH:14][CH:13]=3)[N:16]=[C:17]2[CH:31]1[OH:42], predict the reactants needed to synthesize it. (2) Given the product [C:10]([O:14][C:15]([N:17]1[CH2:20][CH:19]([C:23]2[CH:28]=[CH:27][C:26]([N+:29]([O-:31])=[O:30])=[CH:25][N:24]=2)[CH2:18]1)=[O:16])([CH3:13])([CH3:12])[CH3:11], predict the reactants needed to synthesize it. The reactants are: BrCCBr.C[Si](Cl)(C)C.[C:10]([O:14][C:15]([N:17]1[CH2:20][CH:19](I)[CH2:18]1)=[O:16])([CH3:13])([CH3:12])[CH3:11].Br[C:23]1[CH:28]=[CH:27][C:26]([N+:29]([O-:31])=[O:30])=[CH:25][N:24]=1. (3) Given the product [C:1]([O:4][CH2:5][C:6]1[CH:11]=[C:10]([NH:12][C:13]2[C:18]([CH2:19][CH3:20])=[C:17]([CH3:21])[N:16]=[C:15]([C:22]3[S:23][C:24]([Cl:27])=[CH:25][CH:26]=3)[N:14]=2)[CH:9]=[CH:8][C:7]=1[B:32]1[O:33][C:34]([CH3:36])([CH3:35])[C:30]([CH3:46])([CH3:29])[O:31]1)(=[O:3])[CH3:2], predict the reactants needed to synthesize it. The reactants are: [C:1]([O:4][CH2:5][C:6]1[CH:11]=[C:10]([NH:12][C:13]2[C:18]([CH2:19][CH3:20])=[C:17]([CH3:21])[N:16]=[C:15]([C:22]3[S:23][C:24]([Cl:27])=[CH:25][CH:26]=3)[N:14]=2)[CH:9]=[CH:8][C:7]=1Br)(=[O:3])[CH3:2].[CH3:29][C:30]1([CH3:46])[C:34]([CH3:36])([CH3:35])[O:33][B:32]([B:32]2[O:33][C:34]([CH3:36])([CH3:35])[C:30]([CH3:46])([CH3:29])[O:31]2)[O:31]1.CC([O-])=O.[K+]. (4) Given the product [CH3:22][S:19]([C:12]1[C:13]([CH3:18])=[N:14][C:15]2[C:10]([C:11]=1[C:23]1[CH:28]=[CH:27][CH:26]=[CH:25][CH:24]=1)=[CH:9][C:8]([N:29]1[CH2:34][CH2:33][CH2:32][CH2:31][CH2:30]1)=[CH:17][CH:16]=2)(=[O:21])=[O:20], predict the reactants needed to synthesize it. The reactants are: C(=O)([O-])[O-].[Cs+].[Cs+].Br[C:8]1[CH:9]=[C:10]2[C:15](=[CH:16][CH:17]=1)[N:14]=[C:13]([CH3:18])[C:12]([S:19]([CH3:22])(=[O:21])=[O:20])=[C:11]2[C:23]1[CH:28]=[CH:27][CH:26]=[CH:25][CH:24]=1.[NH:29]1[CH2:34][CH2:33][CH2:32][CH2:31][CH2:30]1. (5) Given the product [CH2:1]([N:3]([CH2:31][C:32]1[CH:33]=[CH:34][C:35]([O:38][CH2:41][CH2:42][N:44]2[CH2:49][CH2:48][CH:47]([CH3:50])[CH2:46][CH2:45]2)=[CH:36][CH:37]=1)[C:4]1[CH:9]=[C:8]([O:10][CH3:11])[C:7]([O:12][CH3:13])=[CH:6][C:5]=1[CH:14]1[CH2:23][CH2:22][C:21]2[CH:20]=[C:19]([OH:24])[CH:18]=[CH:17][C:16]=2[CH2:15]1)[CH3:2], predict the reactants needed to synthesize it. The reactants are: [CH2:1]([N:3]([C:31](=O)[C:32]1[CH:37]=[CH:36][C:35]([OH:38])=[CH:34][CH:33]=1)[C:4]1[CH:9]=[C:8]([O:10][CH3:11])[C:7]([O:12][CH3:13])=[CH:6][C:5]=1[CH:14]1[CH2:23][CH2:22][C:21]2[CH:20]=[C:19]([O:24]C(=O)C(C)(C)C)[CH:18]=[CH:17][C:16]=2[CH2:15]1)[CH3:2].Cl[CH2:41][C:42]([N:44]1[CH2:49][CH2:48][CH:47]([CH3:50])[CH2:46][CH2:45]1)=O. (6) Given the product [CH3:28][O:27][CH2:26][C:20]1([CH2:19][OH:18])[CH2:21][CH2:22][CH2:23][CH2:24][CH2:25]1, predict the reactants needed to synthesize it. The reactants are: C([Si]([O:18][CH2:19][C:20]1([CH2:26][O:27][CH3:28])[CH2:25][CH2:24][CH2:23][CH2:22][CH2:21]1)(C1C=CC=CC=1)C1C=CC=CC=1)(C)(C)C.[F-].C([N+](CCCC)(CCCC)CCCC)CCC.O. (7) Given the product [Cl:1][C:2]1[C:3]([I:11])=[C:4]2[CH:10]=[CH:9][N:8]([S:20]([C:17]3[CH:18]=[CH:19][C:14]([CH3:24])=[CH:15][CH:16]=3)(=[O:22])=[O:21])[C:5]2=[N:6][CH:7]=1, predict the reactants needed to synthesize it. The reactants are: [Cl:1][C:2]1[C:3]([I:11])=[C:4]2[CH:10]=[CH:9][NH:8][C:5]2=[N:6][CH:7]=1.[OH-].[Na+].[C:14]1([CH3:24])[CH:19]=[CH:18][C:17]([S:20](Cl)(=[O:22])=[O:21])=[CH:16][CH:15]=1.O. (8) Given the product [CH3:30][N:17]([CH3:16])[C:18]1[CH:26]=[CH:25][C:21]([C:22]2[O:15][N:14]=[C:2]([C:3]3[CH:12]=[CH:11][C:6]([C:7]([O:9][CH3:10])=[O:8])=[C:5]([F:13])[CH:4]=3)[N:1]=2)=[CH:20][C:19]=1[N+:27]([O-:29])=[O:28], predict the reactants needed to synthesize it. The reactants are: [NH2:1][C:2](=[N:14][OH:15])[C:3]1[CH:12]=[CH:11][C:6]([C:7]([O:9][CH3:10])=[O:8])=[C:5]([F:13])[CH:4]=1.[CH3:16][N:17]([CH3:30])[C:18]1[CH:26]=[CH:25][C:21]([C:22](O)=O)=[CH:20][C:19]=1[N+:27]([O-:29])=[O:28]. (9) Given the product [Cl:1][C:2]1[N:3]=[C:4]([NH:8][C:9]2[CH:14]=[CH:13][C:12]([N:15]3[CH2:20][CH2:19][N:18]([CH:21]4[CH2:24][O:23][CH2:22]4)[CH2:17][CH2:16]3)=[CH:11][CH:10]=2)[N:5]=[C:6]([C:45]2[CH:44]=[C:29]([CH:28]=[C:27]([C:25]#[N:26])[CH:46]=2)[O:30][CH:31]2[CH2:36][CH2:35][N:34]([C:37]([O:39][C:40]([CH3:43])([CH3:41])[CH3:42])=[O:38])[CH2:33][CH2:32]2)[N:7]=1, predict the reactants needed to synthesize it. The reactants are: [Cl:1][C:2]1[N:7]=[CH:6][N:5]=[C:4]([NH:8][C:9]2[CH:14]=[CH:13][C:12]([N:15]3[CH2:20][CH2:19][N:18]([CH:21]4[CH2:24][O:23][CH2:22]4)[CH2:17][CH2:16]3)=[CH:11][CH:10]=2)[N:3]=1.[C:25]([C:27]1[CH:28]=[C:29]([CH:44]=[C:45](B2OC(C)(C)C(C)(C)O2)[CH:46]=1)[O:30][CH:31]1[CH2:36][CH2:35][N:34]([C:37]([O:39][C:40]([CH3:43])([CH3:42])[CH3:41])=[O:38])[CH2:33][CH2:32]1)#[N:26].C(=O)([O-])[O-].[K+].[K+].